This data is from Reaction yield outcomes from USPTO patents with 853,638 reactions. The task is: Predict the reaction yield, written as a fraction of the theoretical maximum amount of product (1.0 means a 100% yield; for example, 0.34 means a 34% yield). (1) The product is [CH:1]([C:4]1[N:5]([CH2:18][C:19]2[CH:38]=[CH:37][C:22]([CH2:23][O:24][C:25]3[CH:30]=[CH:29][C:28]([CH2:31][CH2:32][C:33]([OH:35])=[O:34])=[CH:27][CH:26]=3)=[CH:21][CH:20]=2)[N:6]=[C:7]([C:9]2[CH:14]=[CH:13][CH:12]=[CH:11][CH:10]=2)[CH:8]=1)([CH3:3])[CH3:2]. The reactants are [CH:1]([C:4]1[CH:8]=[C:7]([C:9]2[CH:14]=[CH:13][CH:12]=[CH:11][CH:10]=2)[NH:6][N:5]=1)([CH3:3])[CH3:2].[H-].[Na+].Cl[CH2:18][C:19]1[CH:38]=[CH:37][C:22]([CH2:23][O:24][C:25]2[CH:30]=[CH:29][C:28]([CH2:31][CH2:32][C:33]([O:35]C)=[O:34])=[CH:27][CH:26]=2)=[CH:21][CH:20]=1.Cl. The yield is 0.560. The catalyst is CO.O1CCCC1.[OH-].[Na+].O.CN(C)C=O. (2) The reactants are [F:1][C:2]1[CH:20]=[CH:19][C:18]([CH3:21])=[CH:17][C:3]=1[O:4][C:5]1[CH:6]=[CH:7][C:8]2[N:12]=[C:11]([CH2:13][OH:14])[N:10]([CH3:15])[C:9]=2[CH:16]=1.O[C:23]1[CH:24]=[C:25]([CH:30]=[CH:31][CH:32]=1)[C:26]([O:28][CH3:29])=[O:27].C(P(CCCC)CCCC)CCC.N(C(N1CCCCC1)=O)=NC(N1CCCCC1)=O. The catalyst is ClCCl. The product is [F:1][C:2]1[CH:20]=[CH:19][C:18]([CH3:21])=[CH:17][C:3]=1[O:4][C:5]1[CH:6]=[CH:7][C:8]2[N:12]=[C:11]([CH2:13][O:14][C:23]3[CH:24]=[C:25]([CH:30]=[CH:31][CH:32]=3)[C:26]([O:28][CH3:29])=[O:27])[N:10]([CH3:15])[C:9]=2[CH:16]=1. The yield is 0.490.